Dataset: Full USPTO retrosynthesis dataset with 1.9M reactions from patents (1976-2016). Task: Predict the reactants needed to synthesize the given product. (1) The reactants are: [NH2:1][CH2:2][C@H:3]1[N:8]([C:9]([C:11]2[N:12]=[C:13]([CH3:23])[S:14][C:15]=2[C:16]2[CH:17]=[C:18]([CH3:22])[CH:19]=[CH:20][CH:21]=2)=[O:10])[CH2:7][C@@H:6]2[C@H:4]1[CH2:5]2.[CH3:24][O:25][C:26]1[CH:34]=[CH:33][C:29]([C:30](O)=[O:31])=[CH:28][CH:27]=1. Given the product [CH3:24][O:25][C:26]1[CH:34]=[CH:33][C:29]([C:30]([NH:1][CH2:2][C@H:3]2[N:8]([C:9]([C:11]3[N:12]=[C:13]([CH3:23])[S:14][C:15]=3[C:16]3[CH:17]=[C:18]([CH3:22])[CH:19]=[CH:20][CH:21]=3)=[O:10])[CH2:7][C@@H:6]3[C@H:4]2[CH2:5]3)=[O:31])=[CH:28][CH:27]=1, predict the reactants needed to synthesize it. (2) Given the product [C:4]([O:8][C:9](=[O:24])[N:10]([N:11]1[C:20]([CH3:21])=[C:19]([Br:22])[C:18]2[C:13](=[CH:14][N:15]=[CH:16][CH:17]=2)[C:12]1=[O:23])[CH2:2][CH3:3])([CH3:7])([CH3:5])[CH3:6], predict the reactants needed to synthesize it. The reactants are: I[CH2:2][CH3:3].[C:4]([O:8][C:9](=[O:24])[NH:10][N:11]1[C:20]([CH3:21])=[C:19]([Br:22])[C:18]2[C:13](=[CH:14][N:15]=[CH:16][CH:17]=2)[C:12]1=[O:23])([CH3:7])([CH3:6])[CH3:5].C(=O)([O-])[O-].[K+].[K+].CN1CCCC1=O. (3) Given the product [CH3:1][O:2][C:3]1[CH:10]=[CH:9][C:8]([O:11][C:12]([F:13])([F:14])[F:15])=[CH:7][C:4]=1[C:5]([OH:23])=[O:6], predict the reactants needed to synthesize it. The reactants are: [CH3:1][O:2][C:3]1[CH:10]=[CH:9][C:8]([O:11][C:12]([F:15])([F:14])[F:13])=[CH:7][C:4]=1[CH:5]=[O:6].CC(=CC)C.O.P([O-])(O)(O)=[O:23].[Na+].Cl([O-])=O.[Na+].[OH-].[Na+]. (4) The reactants are: [Cl:1][C:2]1[CH:11]=[C:10]([C:12]([CH:14]2[CH2:17][N:16]([C:18]([O:20][C:21]([CH3:24])([CH3:23])[CH3:22])=[O:19])[CH2:15]2)=[CH2:13])[C:9]([Cl:25])=[C:8]2[C:3]=1[CH2:4][CH2:5][N:6]([CH2:27][C:28]1[C:29](=[O:37])[NH:30][C:31]([CH3:36])=[CH:32][C:33]=1[O:34][CH3:35])[C:7]2=[O:26]. Given the product [Cl:1][C:2]1[CH:11]=[C:10]([CH:12]([CH:14]2[CH2:15][N:16]([C:18]([O:20][C:21]([CH3:22])([CH3:24])[CH3:23])=[O:19])[CH2:17]2)[CH3:13])[C:9]([Cl:25])=[C:8]2[C:3]=1[CH2:4][CH2:5][N:6]([CH2:27][C:28]1[C:29](=[O:37])[NH:30][C:31]([CH3:36])=[CH:32][C:33]=1[O:34][CH3:35])[C:7]2=[O:26], predict the reactants needed to synthesize it. (5) Given the product [N:27]1([C:25]([C:12]2[C:13]3[CH2:22][S:21](=[O:23])(=[O:24])[C:20]4[CH:19]=[CH:18][CH:17]=[CH:16][C:15]=4[C:14]=3[N:10]([CH:6]3[CH2:7][CH2:8][CH2:9][N:4]([CH2:3][CH2:2][N:33]4[CH2:38][CH2:37][O:36][CH2:35][CH2:34]4)[CH2:5]3)[N:11]=2)=[O:26])[CH2:32][CH2:31][O:30][CH2:29][CH2:28]1, predict the reactants needed to synthesize it. The reactants are: Cl[CH2:2][CH2:3][N:4]1[CH2:9][CH2:8][CH2:7][CH:6]([N:10]2[C:14]3[C:15]4[CH:16]=[CH:17][CH:18]=[CH:19][C:20]=4[S:21](=[O:24])(=[O:23])[CH2:22][C:13]=3[C:12]([C:25]([N:27]3[CH2:32][CH2:31][O:30][CH2:29][CH2:28]3)=[O:26])=[N:11]2)[CH2:5]1.[NH:33]1[CH2:38][CH2:37][O:36][CH2:35][CH2:34]1.[I-].[Na+].C([O-])([O-])=O.[K+].[K+]. (6) Given the product [Br:12][C:9]1[C:4]([C:5]([O:7][CH3:8])=[O:6])=[CH:3][C:2]2[N:11]([CH:14]=[C:15]([C:17]3[CH:22]=[CH:21][CH:20]=[CH:19][CH:18]=3)[N:1]=2)[CH:10]=1, predict the reactants needed to synthesize it. The reactants are: [NH2:1][C:2]1[CH:3]=[C:4]([C:9]([Br:12])=[CH:10][N:11]=1)[C:5]([O:7][CH3:8])=[O:6].Br[CH2:14][C:15]([C:17]1[CH:22]=[CH:21][CH:20]=[CH:19][CH:18]=1)=O.